From a dataset of Peptide-MHC class II binding affinity with 134,281 pairs from IEDB. Regression. Given a peptide amino acid sequence and an MHC pseudo amino acid sequence, predict their binding affinity value. This is MHC class II binding data. (1) The peptide sequence is VKVLRPAPGGKAYMD. The MHC is DRB3_0101 with pseudo-sequence DRB3_0101. The binding affinity (normalized) is 0.409. (2) The peptide sequence is MAHTLIMIGSNASDR. The MHC is DRB1_0401 with pseudo-sequence DRB1_0401. The binding affinity (normalized) is 0.829. (3) The peptide sequence is PQLPQFLQPQPYPQPQLPYPQPQPF. The MHC is DRB4_0101 with pseudo-sequence DRB4_0103. The binding affinity (normalized) is 0.439.